From a dataset of Full USPTO retrosynthesis dataset with 1.9M reactions from patents (1976-2016). Predict the reactants needed to synthesize the given product. (1) Given the product [F:24][C:25]1[CH:26]=[C:27]([C:2]2[N:7]=[C:6]3[N:8]([CH:11]([CH3:13])[CH3:12])[CH:9]=[N:10][C:5]3=[C:4]([NH:14][CH2:15][CH2:16][C:17]3[CH:22]=[CH:21][C:20]([OH:23])=[CH:19][CH:18]=3)[CH:3]=2)[CH:28]=[N:29][CH:30]=1, predict the reactants needed to synthesize it. The reactants are: Cl[C:2]1[N:7]=[C:6]2[N:8]([CH:11]([CH3:13])[CH3:12])[CH:9]=[N:10][C:5]2=[C:4]([NH:14][CH2:15][CH2:16][C:17]2[CH:22]=[CH:21][C:20]([OH:23])=[CH:19][CH:18]=2)[CH:3]=1.[F:24][C:25]1[CH:26]=[C:27](B(O)O)[CH:28]=[N:29][CH:30]=1. (2) Given the product [F:8][C:9]([F:20])([F:19])[C:10]([NH:1][C@@H:2]([CH2:6][CH3:7])[C:3]([OH:5])=[O:4])=[O:11], predict the reactants needed to synthesize it. The reactants are: [NH2:1][C@@H:2]([CH2:6][CH3:7])[C:3]([OH:5])=[O:4].[F:8][C:9]([F:20])([F:19])[C:10](O[C:10](=[O:11])[C:9]([F:20])([F:19])[F:8])=[O:11].